This data is from Forward reaction prediction with 1.9M reactions from USPTO patents (1976-2016). The task is: Predict the product of the given reaction. (1) Given the reactants [CH3:1][O:2][C:3]1[CH:45]=[CH:44][C:6]([CH2:7][N:8]([CH2:35][C:36]2[CH:41]=[CH:40][C:39]([O:42][CH3:43])=[CH:38][CH:37]=2)[C:9]2[N:14]=[C:13]([CH3:15])[N:12]=[C:11]([C:16]3[CH:17]=[C:18]([CH:32](O)[CH3:33])[CH:19]=[N:20][C:21]=3[NH:22][C:23]3[CH:24]=[N:25][C:26]([O:30][CH3:31])=[C:27]([F:29])[CH:28]=3)[N:10]=2)=[CH:5][CH:4]=1.C(N(CC)CC)C.CS(Cl)(=O)=O.[CH3:58][S:59]([N:62]1[CH2:67][CH2:66][NH:65][CH2:64][CH2:63]1)(=[O:61])=[O:60], predict the reaction product. The product is: [F:29][C:27]1[CH:28]=[C:23]([NH:22][C:21]2[C:16]([C:11]3[N:12]=[C:13]([CH3:15])[N:14]=[C:9]([N:8]([CH2:7][C:6]4[CH:44]=[CH:45][C:3]([O:2][CH3:1])=[CH:4][CH:5]=4)[CH2:35][C:36]4[CH:37]=[CH:38][C:39]([O:42][CH3:43])=[CH:40][CH:41]=4)[N:10]=3)=[CH:17][C:18]([CH:32]([N:65]3[CH2:66][CH2:67][N:62]([S:59]([CH3:58])(=[O:61])=[O:60])[CH2:63][CH2:64]3)[CH3:33])=[CH:19][N:20]=2)[CH:24]=[N:25][C:26]=1[O:30][CH3:31]. (2) Given the reactants BrC1C=C(C=C(C(C2C=CC=C(OC(F)F)C=2)(C)C)C=1)N.[Cl:22][C:23]1[CH:24]=[C:25]([CH:35]=[C:36]([N+:38]([O-])=O)[CH:37]=1)[O:26][C:27]1[CH:32]=[CH:31][C:30]([F:33])=[CH:29][C:28]=1[F:34], predict the reaction product. The product is: [Cl:22][C:23]1[CH:37]=[C:36]([CH:35]=[C:25]([O:26][C:27]2[CH:32]=[CH:31][C:30]([F:33])=[CH:29][C:28]=2[F:34])[CH:24]=1)[NH2:38]. (3) Given the reactants [Cl:1][C:2]1[CH:3]=[C:4]([O:8][P:9]([CH2:19][NH:20][S:21]([C:24]2[S:25][CH:26]=[CH:27][CH:28]=2)(=[O:23])=[O:22])(=[O:18])[O:10]C2C=CC=C(Cl)C=2)[CH:5]=[CH:6][CH:7]=1.[OH-].[Na+].O, predict the reaction product. The product is: [NH4+:20].[Cl:1][C:2]1[CH:3]=[C:4]([O:8][P:9]([CH2:19][NH:20][S:21]([C:24]2[S:25][CH:26]=[CH:27][CH:28]=2)(=[O:23])=[O:22])(=[O:10])[O-:18])[CH:5]=[CH:6][CH:7]=1. (4) Given the reactants [CH3:1][O:2][C:3]1[CH:4]=[C:5]([C:11]2[CH:12]=[N:13][CH:14]=[C:15]([C:18]=2Cl)[C:16]#[N:17])[CH:6]=[CH:7][C:8]=1[O:9][CH3:10].[CH3:20][C:21]1[CH:29]=[CH:28][C:27]([NH2:30])=[C:26]2[C:22]=1[CH:23]=[CH:24][NH:25]2.[NH4+].[OH-], predict the reaction product. The product is: [CH3:1][O:2][C:3]1[CH:4]=[C:5]([C:11]2[CH:12]=[N:13][CH:14]=[C:15]([C:18]=2[NH:30][C:27]2[CH:28]=[CH:29][C:21]([CH3:20])=[C:22]3[C:26]=2[NH:25][CH:24]=[CH:23]3)[C:16]#[N:17])[CH:6]=[CH:7][C:8]=1[O:9][CH3:10]. (5) Given the reactants [N+:1]([C:4]1[CH:12]=[C:11]2[C:7]([CH:8]=[N:9][NH:10]2)=[CH:6][CH:5]=1)([O-:3])=[O:2].[Br:13]N1C(=O)CCC1=O, predict the reaction product. The product is: [Br:13][C:8]1[C:7]2[C:11](=[CH:12][C:4]([N+:1]([O-:3])=[O:2])=[CH:5][CH:6]=2)[NH:10][N:9]=1. (6) Given the reactants [CH:1]([O:4][C:5]1([C:8]2[CH:13]=[CH:12][C:11]([C:14]#[C:15][C:16]3[CH:26]=[CH:25][C:19]([C:20]([O:22][CH2:23][CH3:24])=[O:21])=[CH:18][CH:17]=3)=[CH:10][CH:9]=2)[CH2:7][CH2:6]1)([CH3:3])C.C(OC(=O)[C:31]1[CH:36]=[CH:35]C(I)=[CH:33][CH:32]=1)C, predict the reaction product. The product is: [CH2:1]([O:4][C:5]1([C:8]2[CH:9]=[CH:10][C:11]([C:14]#[C:15][C:16]3[CH:26]=[CH:25][C:19]([C:20]([O:22][CH2:23][CH3:24])=[O:21])=[CH:18][CH:17]=3)=[CH:12][CH:13]=2)[CH2:7][CH2:6]1)[C:3]1[CH:35]=[CH:36][CH:31]=[CH:32][CH:33]=1. (7) Given the reactants [C:1]1([Li])[CH:6]=[CH:5][CH:4]=[CH:3][CH:2]=1.[CH2:8]([C:10]1[CH:15]=[CH:14][CH:13]=[C:12]([CH2:16][CH3:17])[C:11]=1[C:18]1[N:23]=[CH:22][C:21]([CH:24]=[O:25])=[C:20]([O:26][CH3:27])[CH:19]=1)[CH3:9].[NH4+].[Cl-], predict the reaction product. The product is: [CH2:8]([C:10]1[CH:15]=[CH:14][CH:13]=[C:12]([CH2:16][CH3:17])[C:11]=1[C:18]1[N:23]=[CH:22][C:21]([CH:24]([C:1]2[CH:6]=[CH:5][CH:4]=[CH:3][CH:2]=2)[OH:25])=[C:20]([O:26][CH3:27])[CH:19]=1)[CH3:9]. (8) Given the reactants [CH2:1]([C:4]1[C:9]([O:10][CH3:11])=[CH:8][CH:7]=[CH:6][C:5]=1[CH2:12][OH:13])[CH:2]=[CH2:3], predict the reaction product. The product is: [CH2:1]([C:4]1[C:9]([O:10][CH3:11])=[CH:8][CH:7]=[CH:6][C:5]=1[CH:12]=[O:13])[CH:2]=[CH2:3]. (9) The product is: [F:1][C:2]1[C:7]([C:8]2[C:17]([CH3:18])=[CH:16][C:15]3[C:14]([CH3:20])([CH3:19])[CH2:13][CH:12]=[C:11]([CH:21]([CH3:23])[CH3:22])[C:10]=3[CH:9]=2)=[C:6]([O:24][CH3:25])[C:5]([F:26])=[CH:4][C:3]=1[CH:27]=[O:28]. Given the reactants [F:1][C:2]1[C:7]([C:8]2[C:17]([CH3:18])=[CH:16][C:15]3[C:14]([CH3:20])([CH3:19])[CH2:13][CH:12]=[C:11]([CH:21]([CH3:23])[CH3:22])[C:10]=3[CH:9]=2)=[C:6]([O:24][CH3:25])[C:5]([F:26])=[CH:4][C:3]=1[CH:27]1OCC[O:28]1.Cl, predict the reaction product. (10) Given the reactants [CH3:1][C:2]1[N:7]=[C:6]2[S:8][C:9]3[CH2:14][CH2:13][CH2:12][CH2:11][C:10]=3[C:5]2=[C:4]([C:15]2[CH:16]=[N:17][CH:18]=[CH:19][CH:20]=2)[C:3]=1[CH:21]([CH2:26][CH2:27][CH3:28])[C:22]([O:24]C)=[O:23].[OH-].[Na+], predict the reaction product. The product is: [CH3:1][C:2]1[N:7]=[C:6]2[S:8][C:9]3[CH2:14][CH2:13][CH2:12][CH2:11][C:10]=3[C:5]2=[C:4]([C:15]2[CH:16]=[N:17][CH:18]=[CH:19][CH:20]=2)[C:3]=1[CH:21]([CH2:26][CH2:27][CH3:28])[C:22]([OH:24])=[O:23].